From a dataset of Forward reaction prediction with 1.9M reactions from USPTO patents (1976-2016). Predict the product of the given reaction. Given the reactants Cl[C:2]1[N:3]=[C:4]([N:13]2[CH2:18][CH2:17][O:16][CH2:15][C@@H:14]2[CH3:19])[C:5]2[N:10]=[N:9][N:8]([CH2:11][CH3:12])[C:6]=2[N:7]=1.CC1(C)C(C)(C)OB([C:28]2[CH:33]=[CH:32][C:31]([NH2:34])=[CH:30][CH:29]=2)O1, predict the reaction product. The product is: [CH2:11]([N:8]1[C:6]2[N:7]=[C:2]([C:28]3[CH:33]=[CH:32][C:31]([NH2:34])=[CH:30][CH:29]=3)[N:3]=[C:4]([N:13]3[CH2:18][CH2:17][O:16][CH2:15][C@@H:14]3[CH3:19])[C:5]=2[N:10]=[N:9]1)[CH3:12].